Task: Regression/Classification. Given a drug SMILES string, predict its absorption, distribution, metabolism, or excretion properties. Task type varies by dataset: regression for continuous measurements (e.g., permeability, clearance, half-life) or binary classification for categorical outcomes (e.g., BBB penetration, CYP inhibition). Dataset: cyp3a4_veith.. Dataset: CYP3A4 inhibition data for predicting drug metabolism from PubChem BioAssay (1) The drug is COc1ccc(-c2nc3cnc(Nc4cccc(OC)c4)nc3n(C)c2=O)cc1. The result is 0 (non-inhibitor). (2) The molecule is Cc1ccccc1Oc1ncnc2sccc12. The result is 0 (non-inhibitor). (3) The molecule is CCc1nnc(NC(=O)c2c(C)nn(-c3ccccc3)c2Cl)s1. The result is 0 (non-inhibitor). (4) The compound is CN1CCN(c2nc(-c3cccc(C#N)c3)nc3ccccc23)CC1. The result is 1 (inhibitor).